From a dataset of NCI-60 drug combinations with 297,098 pairs across 59 cell lines. Regression. Given two drug SMILES strings and cell line genomic features, predict the synergy score measuring deviation from expected non-interaction effect. Drug 1: C1=CN(C(=O)N=C1N)C2C(C(C(O2)CO)O)O.Cl. Drug 2: CC1=C2C(C(=O)C3(C(CC4C(C3C(C(C2(C)C)(CC1OC(=O)C(C(C5=CC=CC=C5)NC(=O)C6=CC=CC=C6)O)O)OC(=O)C7=CC=CC=C7)(CO4)OC(=O)C)O)C)OC(=O)C. Cell line: NCI/ADR-RES. Synergy scores: CSS=42.9, Synergy_ZIP=-1.18, Synergy_Bliss=-4.07, Synergy_Loewe=-11.1, Synergy_HSA=-3.80.